From a dataset of Experimentally validated miRNA-target interactions with 360,000+ pairs, plus equal number of negative samples. Binary Classification. Given a miRNA mature sequence and a target amino acid sequence, predict their likelihood of interaction. (1) The miRNA is hsa-miR-548at-3p with sequence CAAAACCGCAGUAACUUUUGU. The protein sequence of the target gene is MAASKVKQDMPPPGGYGPIDYKRNLPRRGLSGYSMLAIGIGTLIYGHWSIMKWNRERRRLQIEDFEARIALLPLLQAETDRRTLQMLRENLEEEAIIMKDVPDWKVGESVFHTTRWVPPLIGELYGLRTTEEALHASHGFMWYT. Result: 0 (no interaction). (2) The miRNA is rno-miR-26b-5p with sequence UUCAAGUAAUUCAGGAUAGGU. The protein sequence of the target gene is MDLDQLDLNPRITAAVKRGRLKSVKEILCYSGPDLQRLTGLPSHDVQCLLRAASLHLRGSRVLSALHLFQQKESFPEQHQRLSLGCPVLDQFLGGGLPLEGITGLAGCSSAGKTQLALQLCLAVQFPRQYGGLEAGAVYICTEDAFPSKRLWQLIAQQRRLRTDAPEELIEKIRFSNHIFIEHAADVDTLLECVSKKVPILLSRGMARLVVVDSIAAPFRCEFHLQASAIRAKLLLSLGATLRRLSSTFRSPVLCINQVTDMVEDQQSVSRSLGASEERLSPALGITWANQLLMRLMVDR.... Result: 0 (no interaction). (3) The miRNA is hsa-miR-9500 with sequence AAGGGAAGAUGGUGACCAC. The protein sequence of the target gene is MEEDAGAASPAPEPEPEVDPARELEPEAGVSESISRLWTDVMGILDGSLGNIDDLAQQYADYYNTCFSDVCERMEELRKRRVSQDLDVEKPDASPTSLQLRSQIEESLGFCSAVSTPEVERKYPLHKSNSEDGCVGKGDWKKKNKYFWQNFRKNQKGIMRQTSKGEDVGYVASEITMSDEERIQLMMMVKEKMITIEEALARLKEYEAQHRQSSTLDPADWPDGSYPTLDGSSTCNSREQSDDETEDSVKFKRLHKLVNSTRRVRKKLIRVEEMKKPSAEGGEEHVFENSPVQDERSALY.... Result: 0 (no interaction). (4) The miRNA is mmu-miR-190a-5p with sequence UGAUAUGUUUGAUAUAUUAGGU. The protein sequence of the target gene is MTSTSKGILRPFLIVCIILGCFMACLLIYIKPTNSWVFSPMESASSVLKMKNFFSTKTDYFNETTILVWVWPFGQTFDLTSCQAMFNIQGCHLTTDRSLYNKSHAVLIHHRDISWDLTNLPQQARPPFQKWIWMNLESPTHTPQKSGIEHLFNLTLTYRRDSDIQVPYGFLTVSTNPFVFEVPSKEKLVCWVVSNWNPEHARVKYYNELSKSIEIHTYGQAFGEYVNDKNLIPTISTCKFYLSFENSIHKDYITEKLYNAFLAGSVPVVLGPSRENYENYIPADSFIHVEDFNSPSELAK.... Result: 1 (interaction). (5) The miRNA is hsa-miR-376c-3p with sequence AACAUAGAGGAAAUUCCACGU. Result: 0 (no interaction). The protein sequence of the target gene is MSSAQCPALVCVMSRLRFWGPWPLLMWQLLWLLVKEAQPLEWVKDPLQLTSNPLGPPDSWSSHSSHFPRESPHAPTLPADPWDFDHLGPSASSEMPAPPQESTENLVPFLDTWDSAGEQPLEPEQFLASQQDLKDKLSPQERLPVSPKKLKKDPAQRWSLAEIIGITRQLSTPQSQKQTLQNEYSSTDTPYPGSLPPELRVKSDEPPGPSEQVGPSQFHLEPETQNPETLEDIQSSSLQQEAPAQLPQLLEEEPSSMQQEAPALPPESSMESLTLPNHEVSVQPPGEDQAYYHLPNITVK.... (6) The miRNA is hsa-miR-548d-5p with sequence AAAAGUAAUUGUGGUUUUUGCC. The protein sequence of the target gene is MRRESDCAEEKAPAKGEGGAEGTVRARKRKADVATFLQDPDEEIAKIEMSRKKQYENQLSWNNINKDPHMLIPTPDKDDDPVGVDYSHFIHLNVASTRSSPLPILGWANRDDVWKNMINKEETYVRDKLYMQRHPLLQPKMRTILLDWLMEVCEVYKLYRETFYLAQDFFDRFMATQQNVVKTLLQLIGISSLFIAAKLEEIYPPKLHQFAYVTDGACTEDEILSMELIIMKALNWNLNPLTVVSWLNIYMQVAYLNELYEVLLPQYPQQIFVQIAELLDLCVLDIGCLEYTYGVLAASA.... Result: 0 (no interaction). (7) The miRNA is hsa-miR-3668 with sequence AAUGUAGAGAUUGAUCAAAAU. The protein sequence of the target gene is MALGLQRARSTTELRKEKSRDAARSRRSQETEVLYQLAHTLPFARGVSAHLDKASIMRLTISYLRMHRLCAAGEWNQVGAGGEPLDACYLKALEGFVMVLTAEGDMAYLSENVSKHLGLSQLELIGHSIFDFIHPCDQEELQDALTPQQTLSRRKVEAPTERCFSLRMKSTLTSRGRTLNLKAATWKVLNCSGHMRAYKPPAQTSPAGSPDSEPPLQCLVLICEAIPHPGSLEPPLGRGAFLSRHSLDMKFTYCDDRIAEVAGYSPDDLIGCSAYEYIHALDSDAVSKSIHTLLSKGQAV.... Result: 0 (no interaction). (8) The miRNA is hsa-miR-548q with sequence GCUGGUGCAAAAGUAAUGGCGG. The protein sequence of the target gene is MAMYLTREEWRPLDPTQRDLYRDVMQENYGNVVSLDFEIRSENEANPKQEFSDDVEFATMSEEPLENAEKNPGSEEAFESGDQAERPWGDLTAEEWVSYPLQQVTDLLVHKEAHAGIRYHICSQCGKAFSQISDLNRHQKTHTGDRPYKCYECGKGFSRSSHLIQHQRTHTGERPYDCNECGKSFGRSSHLIQHQTIHTGEKPHKCTECGKSFCRLSHLIQHQRTHSGEKPYECEECGKSFSRSSHLAQHQRTHTGEKPYECHECGRGFSERSDLIKHYRVHTGERPYKCDECGKNFSQN.... Result: 0 (no interaction).